From a dataset of Full USPTO retrosynthesis dataset with 1.9M reactions from patents (1976-2016). Predict the reactants needed to synthesize the given product. (1) Given the product [C:1]12([C:11]3[CH:20]=[CH:19][C:14]([C:15]([O:17][CH3:18])=[O:16])=[CH:13][C:12]=3[O:21][CH:22]([CH3:29])[CH3:23])[CH2:10][CH:5]3[CH2:4][CH:3]([CH2:9][CH:7]([CH2:6]3)[CH2:8]1)[CH2:2]2, predict the reactants needed to synthesize it. The reactants are: [C:1]12([C:11]3[CH:20]=[CH:19][C:14]([C:15]([O:17][CH3:18])=[O:16])=[CH:13][C:12]=3[OH:21])[CH2:10][CH:5]3[CH2:6][CH:7]([CH2:9][CH:3]([CH2:4]3)[CH2:2]1)[CH2:8]2.[C:22]12(C3C=C(C=CC=3O)C=O)CC3CC(CC(C3)[CH2:23]1)[CH2:29]2. (2) Given the product [F:1][C:2]1[CH:3]=[CH:4][C:5]([CH2:6][N:7]2[C:19](=[O:20])[C:18]3[C:17]([O:21][CH2:22][O:23][CH3:24])=[C:16]4[C:11]([CH:12]=[CH:13][CH:14]=[N:15]4)=[C:10]([O:25][S:40]([C:39]([F:52])([F:51])[F:38])(=[O:42])=[O:41])[C:9]=3[C:8]2=[O:26])=[CH:27][CH:28]=1, predict the reactants needed to synthesize it. The reactants are: [F:1][C:2]1[CH:28]=[CH:27][C:5]([CH2:6][N:7]2[C:19](=[O:20])[C:18]3[C:17]([O:21][CH2:22][O:23][CH3:24])=[C:16]4[C:11]([CH:12]=[CH:13][CH:14]=[N:15]4)=[C:10]([OH:25])[C:9]=3[C:8]2=[O:26])=[CH:4][CH:3]=1.C(N(CC)C(C)C)(C)C.[F:38][C:39]([F:52])([F:51])[S:40](O[S:40]([C:39]([F:52])([F:51])[F:38])(=[O:42])=[O:41])(=[O:42])=[O:41]. (3) Given the product [CH3:30][N:18]([CH2:19][C:20]1[S:24][C:23]2[CH:25]=[CH:26][CH:27]=[CH:28][C:22]=2[C:21]=1[CH3:29])[C:16](/[CH:15]=[CH:14]/[C:11]1[CH:10]=[CH:9][C:8]([NH:3][C:4](=[O:7])[CH2:5][CH2:6][C:2]([N:48]2[CH2:49][CH2:50][N:51]([CH3:59])[CH2:52][CH2:60]2)=[O:1])=[N:13][CH:12]=1)=[O:17], predict the reactants needed to synthesize it. The reactants are: [O:1]=[C:2]1[CH2:6][CH2:5][C:4](=[O:7])[N:3]1[C:8]1[N:13]=[CH:12][C:11]([CH:14]=[CH:15][C:16]([N:18]([CH3:30])[CH2:19][C:20]2[S:24][C:23]3[CH:25]=[CH:26][CH:27]=[CH:28][C:22]=3[C:21]=2[CH3:29])=[O:17])=[CH:10][CH:9]=1.O=C1CCC(=O)N1C1N=CC(/C=C/C([N:48]([CH3:60])[CH2:49][C:50]2[N:51]([CH3:59])[C:52]3C(C=2)=CC=CC=3)=O)=CC=1.CN1CCNCC1.N. (4) The reactants are: C(NC(C1SC(N2C(O)CN(CC3C=CC(F)=CC=3)C2=O)=NC=1C)=O)C1C=CC=CC=1.O[CH:33]1[N:37]([C:38]2[S:39][C:40]([C:44]([NH:46][CH2:47][C:48]3[CH:49]=[N:50][CH:51]=[CH:52][CH:53]=3)=[O:45])=[C:41]([CH3:43])[N:42]=2)[C:36](=[O:54])[N:35]([CH2:55][C:56]2[CH:61]=[CH:60][C:59]([C:62]([F:65])([F:64])[F:63])=[CH:58][CH:57]=2)[CH2:34]1. Given the product [CH3:43][C:41]1[N:42]=[C:38]([N:37]2[CH:33]=[CH:34][N:35]([CH2:55][C:56]3[CH:57]=[CH:58][C:59]([C:62]([F:65])([F:64])[F:63])=[CH:60][CH:61]=3)[C:36]2=[O:54])[S:39][C:40]=1[C:44]([NH:46][CH2:47][C:48]1[CH:49]=[N:50][CH:51]=[CH:52][CH:53]=1)=[O:45], predict the reactants needed to synthesize it.